Dataset: Peptide-MHC class I binding affinity with 185,985 pairs from IEDB/IMGT. Task: Regression. Given a peptide amino acid sequence and an MHC pseudo amino acid sequence, predict their binding affinity value. This is MHC class I binding data. (1) The peptide sequence is DNAFNCTFEY. The MHC is Mamu-B01 with pseudo-sequence Mamu-B01. The binding affinity (normalized) is 0. (2) The peptide sequence is RLITVYVQA. The MHC is HLA-B15:01 with pseudo-sequence HLA-B15:01. The binding affinity (normalized) is 0.0847. (3) The peptide sequence is FPTSCHMF. The MHC is HLA-A01:01 with pseudo-sequence HLA-A01:01. The binding affinity (normalized) is 0. (4) The peptide sequence is AAAQNKDST. The MHC is H-2-Db with pseudo-sequence H-2-Db. The binding affinity (normalized) is 0.314.